From a dataset of Reaction yield outcomes from USPTO patents with 853,638 reactions. Predict the reaction yield, written as a fraction of the theoretical maximum amount of product (1.0 means a 100% yield; for example, 0.34 means a 34% yield). The reactants are [Br:1][C:2](=[CH2:6])[CH2:3][CH2:4][OH:5].FC(F)(F)S(O[Si:13]([C:16]([CH3:19])([CH3:18])[CH3:17])([CH3:15])[CH3:14])(=O)=O.CCN(C(C)C)C(C)C. The catalyst is ClCCl. The product is [Br:1][C:2](=[CH2:6])[CH2:3][CH2:4][O:5][Si:13]([C:16]([CH3:19])([CH3:18])[CH3:17])([CH3:15])[CH3:14]. The yield is 0.950.